The task is: Predict the reaction yield, written as a fraction of the theoretical maximum amount of product (1.0 means a 100% yield; for example, 0.34 means a 34% yield).. This data is from Reaction yield outcomes from USPTO patents with 853,638 reactions. (1) The reactants are [S:1]1[CH:5]=[CH:4][CH:3]=[C:2]1[CH2:6][NH2:7].C([O-])(O)=O.[Na+].[CH3:13][C:14]([O:17][C:18](O[C:18]([O:17][C:14]([CH3:16])([CH3:15])[CH3:13])=[O:19])=[O:19])([CH3:16])[CH3:15]. The catalyst is C1COCC1. The product is [S:1]1[CH:5]=[CH:4][CH:3]=[C:2]1[CH2:6][NH:7][C:18](=[O:19])[O:17][C:14]([CH3:16])([CH3:15])[CH3:13]. The yield is 0.970. (2) The reactants are [C:1]([C:3]1[C:4]([N:15]2[CH2:21][CH2:20][CH2:19][NH:18][CH2:17][CH2:16]2)=[N:5][C:6]([CH3:14])=[C:7]([CH:13]=1)[C:8]([O:10][CH2:11][CH3:12])=[O:9])#[N:2].[Cl:22][C:23]1[S:27][C:26]([S:28]([NH:31][C:32](=O)[O:33]CC(Cl)(Cl)Cl)(=[O:30])=[O:29])=[CH:25][CH:24]=1.CCN(C(C)C)C(C)C. The catalyst is CC(N(C)C)=O.CN(C1C=CN=CC=1)C. The product is [Cl:22][C:23]1[S:27][C:26]([S:28]([NH:31][C:32]([N:18]2[CH2:19][CH2:20][CH2:21][N:15]([C:4]3[C:3]([C:1]#[N:2])=[CH:13][C:7]([C:8]([O:10][CH2:11][CH3:12])=[O:9])=[C:6]([CH3:14])[N:5]=3)[CH2:16][CH2:17]2)=[O:33])(=[O:30])=[O:29])=[CH:25][CH:24]=1. The yield is 0.470. (3) The reactants are CC1C=C(N2CCN(CC3C=CC(C(F)(F)F)=CC=3)C2=O)SC=1C(OCC)=O.[CH3:29][C:30]1[CH:34]=[C:33]([N:35]2[CH2:39][CH2:38][N:37]([CH2:40][CH2:41][C:42]3[CH:47]=[CH:46][CH:45]=[CH:44][CH:43]=3)[C:36]2=[O:48])[S:32][C:31]=1[C:49]([O:51]CC)=[O:50]. No catalyst specified. The product is [CH3:29][C:30]1[CH:34]=[C:33]([N:35]2[CH2:39][CH2:38][N:37]([CH2:40][CH2:41][C:42]3[CH:47]=[CH:46][CH:45]=[CH:44][CH:43]=3)[C:36]2=[O:48])[S:32][C:31]=1[C:49]([OH:51])=[O:50]. The yield is 0.780. (4) The reactants are [CH3:1][N:2]1[CH2:7][CH2:6][NH:5][CH2:4][CH2:3]1.[Cl:8][C:9]1[CH:10]=[C:11]([C:16]2[O:20][C:19]([CH2:21][CH2:22][NH:23][C:24]([C:26]3[NH:30][N:29]=[C:28]([C:31](O)=[O:32])[CH:27]=3)=[O:25])=[CH:18][CH:17]=2)[CH:12]=[CH:13][C:14]=1[Cl:15]. No catalyst specified. The product is [Cl:8][C:9]1[CH:10]=[C:11]([C:16]2[O:20][C:19]([CH2:21][CH2:22][NH:23][C:24]([C:26]3[NH:30][N:29]=[C:28]([C:31]([N:5]4[CH2:6][CH2:7][N:2]([CH3:1])[CH2:3][CH2:4]4)=[O:32])[CH:27]=3)=[O:25])=[CH:18][CH:17]=2)[CH:12]=[CH:13][C:14]=1[Cl:15]. The yield is 0.350.